Dataset: Reaction yield outcomes from USPTO patents with 853,638 reactions. Task: Predict the reaction yield, written as a fraction of the theoretical maximum amount of product (1.0 means a 100% yield; for example, 0.34 means a 34% yield). (1) The catalyst is CCO. The yield is 0.530. The reactants are [CH2:1]([O:3][C:4]1[CH:5]=[C:6]([CH:18]=[CH:19][C:20]=1[O:21][CH2:22][O:23][CH3:24])[CH2:7]C(=CN1CCOCC1)C#N)[CH3:2].Cl.NC1C=CC=CC=1.Cl.NC(N)=N.CC[O-:40].[Na+].[Na+].[Cl-]. The product is [CH2:1]([O:3][C:4]1[CH:5]=[C:6]([CH:18]=[CH:19][C:20]=1[O:21][CH2:22][O:23][CH3:24])[CH:7]=[O:40])[CH3:2]. (2) The reactants are [OH:1][CH:2]1[CH2:7][CH2:6][N:5]([C:8](=[O:19])[CH2:9][NH:10][C:11]2[C:12](=[O:18])[N:13]([CH3:17])[N:14]=[CH:15][CH:16]=2)[CH2:4][CH2:3]1.[N+:20]([C:23]1[CH:28]=[CH:27][CH:26]=[CH:25][C:24]=1O)([O-:22])=[O:21]. No catalyst specified. The product is [CH3:17][N:13]1[C:12](=[O:18])[C:11]([NH:10][CH2:9][C:8]([N:5]2[CH2:4][CH2:3][CH:2]([O:1][C:24]3[CH:25]=[CH:26][CH:27]=[CH:28][C:23]=3[N+:20]([O-:22])=[O:21])[CH2:7][CH2:6]2)=[O:19])=[CH:16][CH:15]=[N:14]1. The yield is 0.240.